Dataset: Peptide-MHC class II binding affinity with 134,281 pairs from IEDB. Task: Regression. Given a peptide amino acid sequence and an MHC pseudo amino acid sequence, predict their binding affinity value. This is MHC class II binding data. (1) The binding affinity (normalized) is 0.845. The peptide sequence is LAVFQPSSGNYVHCF. The MHC is DRB1_0701 with pseudo-sequence DRB1_0701. (2) The peptide sequence is LDGNLLSSNDLAKYK. The MHC is HLA-DQA10201-DQB10202 with pseudo-sequence HLA-DQA10201-DQB10202. The binding affinity (normalized) is 0.185.